This data is from Catalyst prediction with 721,799 reactions and 888 catalyst types from USPTO. The task is: Predict which catalyst facilitates the given reaction. (1) Reactant: C(O[C:4]([C:6]1[O:15][C:9]2=[N:10][C:11]([CH3:14])=[CH:12][CH:13]=[C:8]2[C:7]=1[NH2:16])=[O:5])C.[NH2:17][C:18](N)=[O:19].N. Product: [CH3:14][C:11]1[CH:12]=[CH:13][C:8]2[C:7]3[NH:16][C:18](=[O:19])[NH:17][C:4](=[O:5])[C:6]=3[O:15][C:9]=2[N:10]=1. The catalyst class is: 6. (2) Reactant: C[O-].[Na+].[CH:4]([C:7]1[CH:12]=[CH:11][CH:10]=[C:9]([CH:13]([CH3:15])[CH3:14])[C:8]=1[NH:16][C:17]([CH2:19][N:20]1[C:24](=[O:25])[C:23]2([CH2:30][CH2:29][CH:28]([O:31]C(=O)N)[CH2:27][CH2:26]2)[N:22]([C:35]2[CH:40]=[CH:39][C:38]([CH3:41])=[CH:37][CH:36]=2)[C:21]1=[O:42])=[O:18])([CH3:6])[CH3:5]. Product: [CH:13]([C:9]1[CH:10]=[CH:11][CH:12]=[C:7]([CH:4]([CH3:6])[CH3:5])[C:8]=1[NH:16][C:17](=[O:18])[CH2:19][N:20]1[C:24](=[O:25])[C:23]2([CH2:30][CH2:29][CH:28]([OH:31])[CH2:27][CH2:26]2)[N:22]([C:35]2[CH:36]=[CH:37][C:38]([CH3:41])=[CH:39][CH:40]=2)[C:21]1=[O:42])([CH3:14])[CH3:15]. The catalyst class is: 5. (3) The catalyst class is: 150. Reactant: [CH2:1]([C:3]1([CH2:7][O:8][C:9]2[CH:14]=[CH:13][C:12]([N+:15]([O-])=O)=[CH:11][CH:10]=2)[CH2:6][O:5][CH2:4]1)[CH3:2].C1COCC1.CCO.[Cl-].[NH4+]. Product: [CH2:1]([C:3]1([CH2:7][O:8][C:9]2[CH:10]=[CH:11][C:12]([NH2:15])=[CH:13][CH:14]=2)[CH2:4][O:5][CH2:6]1)[CH3:2]. (4) Reactant: [CH2:1]([O:4][C:5]1[CH:10]=[CH:9][C:8]([CH2:11]O)=[C:7]([CH2:13]O)[CH:6]=1)[CH:2]=[CH2:3].CCN(CC)CC.C[S:23](Cl)(=O)=O.[S-2].[Na+].[Na+]. Product: [CH2:1]([O:4][C:5]1[CH:10]=[CH:9][C:8]2[CH2:11][S:23][CH2:13][C:7]=2[CH:6]=1)[CH:2]=[CH2:3]. The catalyst class is: 34. (5) Reactant: C(O)(C(F)(F)F)=O.[C:8]([C:11]1([C:14]2[CH:48]=[CH:47][CH:46]=[CH:45][C:15]=2[CH2:16][CH2:17][C:18]2[C:23]([Cl:24])=[CH:22][N:21]=[C:20]([NH:25][C:26]3[CH:31]=[CH:30][C:29]([CH:32]4[CH2:37][CH2:36][N:35](C(OC(C)(C)C)=O)[CH2:34][CH2:33]4)=[CH:28][CH:27]=3)[N:19]=2)[CH2:13][CH2:12]1)(=[O:10])[NH2:9].C([O-])([O-])=O.[Na+].[Na+].CCOC(C)=O. Product: [Cl:24][C:23]1[C:18]([CH2:17][CH2:16][C:15]2[CH:45]=[CH:46][CH:47]=[CH:48][C:14]=2[C:11]2([C:8]([NH2:9])=[O:10])[CH2:12][CH2:13]2)=[N:19][C:20]([NH:25][C:26]2[CH:31]=[CH:30][C:29]([CH:32]3[CH2:37][CH2:36][NH:35][CH2:34][CH2:33]3)=[CH:28][CH:27]=2)=[N:21][CH:22]=1. The catalyst class is: 34. (6) Reactant: [CH3:1][O:2][C:3]([C:5]1[CH:6]=[CH:7][C:8]([N+:14]([O-:16])=[O:15])=[C:9]([CH:13]=1)[C:10]([OH:12])=O)=[O:4].C(N(CC)CC)C.F[P-](F)(F)(F)(F)F.FC(N(C)C)=[N+](C)C.[C:39]([NH2:48])([C:42]1[CH:47]=[CH:46][CH:45]=[CH:44][CH:43]=1)([CH3:41])[CH3:40]. Product: [N+:14]([C:8]1[CH:7]=[CH:6][C:5]([C:3]([O:2][CH3:1])=[O:4])=[CH:13][C:9]=1[C:10](=[O:12])[NH:48][C:39]([C:42]1[CH:47]=[CH:46][CH:45]=[CH:44][CH:43]=1)([CH3:41])[CH3:40])([O-:16])=[O:15]. The catalyst class is: 136. (7) Reactant: [S:1](=[O:5])(=[O:4])([OH:3])[OH:2].[NH2:6][C:7]1[CH:12]=[CH:11][CH:10]=[CH:9][CH:8]=1.C(O)C.C(O[N:22]=O)CC(C)C. Product: [S:1](=[O:3])(=[O:2])([O-:5])[O-:4].[C:7]1([N+:6]#[N:22])[CH:12]=[CH:11][CH:10]=[CH:9][CH:8]=1.[C:7]1([N+:6]#[N:22])[CH:12]=[CH:11][CH:10]=[CH:9][CH:8]=1. The catalyst class is: 27. (8) The catalyst class is: 10. Product: [CH3:23][O:22][C:19]1[CH:20]=[CH:21][C:16]([CH2:15][C:14]([NH:13][C:12]2[CH:11]=[CH:10][S:9][C:8]=2[C:6]2[O:7][C:1]([CH3:2])=[N:4][N:5]=2)=[O:24])=[CH:17][CH:18]=1. Reactant: [C:1]([NH:4][NH:5][C:6]([C:8]1[S:9][CH:10]=[CH:11][C:12]=1[NH:13][C:14](=[O:24])[CH2:15][C:16]1[CH:21]=[CH:20][C:19]([O:22][CH3:23])=[CH:18][CH:17]=1)=[O:7])(=O)[CH3:2].C(N(C(C)C)CC)(C)C.C1(P(C2C=CC=CC=2)C2C=CC=CC=2)C=CC=CC=1.ClC(Cl)(Cl)C(Cl)(Cl)Cl. (9) Reactant: Br[C:2]1[CH:3]=[CH:4][C:5]([NH:8][C:9]2[CH:14]=[CH:13][C:12]([F:15])=[CH:11][C:10]=2[F:16])=[N:6][CH:7]=1.[Li]CCCC.[Cl:22][C:23]1[CH:30]=[CH:29][C:28]([C:31]2[CH:36]=[CH:35][N:34]=[CH:33][CH:32]=2)=[CH:27][C:24]=1[CH:25]=[O:26]. Product: [Cl:22][C:23]1[CH:30]=[CH:29][C:28]([C:31]2[CH:36]=[CH:35][N:34]=[CH:33][CH:32]=2)=[CH:27][C:24]=1[CH:25]([C:2]1[CH:7]=[N:6][C:5]([NH:8][C:9]2[CH:14]=[CH:13][C:12]([F:15])=[CH:11][C:10]=2[F:16])=[CH:4][CH:3]=1)[OH:26]. The catalyst class is: 134. (10) Reactant: [NH2:1][CH2:2][CH2:3][O:4][CH2:5][CH2:6][O:7][CH2:8][CH2:9][NH2:10].ClCCl.[Cl:14][C:15]1[CH:16]=[C:17]2[C:22](=[C:23]([Cl:25])[CH:24]=1)[CH2:21][N:20]([CH3:26])[CH2:19][CH:18]2[C:27]1[CH:28]=[C:29]([S:33](Cl)(=[O:35])=[O:34])[CH:30]=[CH:31][CH:32]=1. Product: [NH2:1][CH2:2][CH2:3][O:4][CH2:5][CH2:6][O:7][CH2:8][CH2:9][NH:10][S:33]([C:29]1[CH:30]=[CH:31][CH:32]=[C:27]([CH:18]2[C:17]3[C:22](=[C:23]([Cl:25])[CH:24]=[C:15]([Cl:14])[CH:16]=3)[CH2:21][N:20]([CH3:26])[CH2:19]2)[CH:28]=1)(=[O:35])=[O:34]. The catalyst class is: 39.